From a dataset of Forward reaction prediction with 1.9M reactions from USPTO patents (1976-2016). Predict the product of the given reaction. (1) Given the reactants [OH:1][C:2]1[C:10]2[N:9]=[C:8]([C:11]3[CH:16]=[CH:15][CH:14]=[CH:13][CH:12]=3)[NH:7][C:6]=2[C:5]([C:17]([OH:19])=O)=[CH:4][CH:3]=1.[NH2:20][CH2:21][CH:22]1[CH2:27][CH2:26][CH2:25][N:24](C(OC(C)(C)C)=O)[CH2:23]1, predict the reaction product. The product is: [OH:1][C:2]1[C:10]2[N:9]=[C:8]([C:11]3[CH:12]=[CH:13][CH:14]=[CH:15][CH:16]=3)[NH:7][C:6]=2[C:5]([C:17]([NH:20][CH2:21][CH:22]2[CH2:27][CH2:26][CH2:25][NH:24][CH2:23]2)=[O:19])=[CH:4][CH:3]=1. (2) The product is: [CH3:1][O:2][CH2:3][C:4]1[CH:5]=[CH:6][C:7]([C:10]2[N:11]=[CH:12][NH:13][CH:14]=2)=[CH:8][CH:9]=1. Given the reactants [CH3:1][O:2][CH2:3][C:4]1[CH:9]=[CH:8][C:7]([C:10]2[N:11]=[CH:12][N:13](C(C3C=CC=CC=3)(C3C=CC=CC=3)C3C=CC=CC=3)[CH:14]=2)=[CH:6][CH:5]=1, predict the reaction product. (3) Given the reactants Br[C:2]1[CH:7]=[CH:6][C:5](/[C:8](/[C:11]2[CH:12]=[CH:13][C:14]([NH:17][C:18](=[O:27])[C:19]3[C:24]([CH3:25])=[C:23]([F:26])[CH:22]=[N:21][CH:20]=3)=[N:15][CH:16]=2)=[CH:9]/[CH3:10])=[CH:4][CH:3]=1.[Br-].[N:29]1[CH:34]=[CH:33][CH:32]=[CH:31][C:30]=1[Zn+], predict the reaction product. The product is: [F:26][C:23]1[CH:22]=[N:21][CH:20]=[C:19]([C:24]=1[CH3:25])[C:18]([NH:17][C:14]1[CH:13]=[CH:12][C:11](/[C:8](/[C:5]2[CH:6]=[CH:7][C:2]([C:30]3[CH:31]=[CH:32][CH:33]=[CH:34][N:29]=3)=[CH:3][CH:4]=2)=[CH:9]\[CH3:10])=[CH:16][N:15]=1)=[O:27]. (4) Given the reactants [N:1]([CH:4]1[CH2:8][CH2:7][C:6](=[O:9])[CH2:5]1)=[N+:2]=[N-:3].[BH4-].[Na+], predict the reaction product. The product is: [N:1]([CH:4]1[CH2:8][CH2:7][CH:6]([OH:9])[CH2:5]1)=[N+:2]=[N-:3]. (5) Given the reactants [C:1](P(=O)(OCC)OCC)#[N:2].[CH3:11][S:12][C:13]1[CH:14]=[C:15]([C:20]2[CH:25]=[CH:24][CH:23]=[CH:22][N:21]=2)[N+:16]([O-])=[CH:17][CH:18]=1.C(N(CC)CC)C, predict the reaction product. The product is: [CH3:11][S:12][C:13]1[CH:18]=[C:17]([C:1]#[N:2])[N:16]=[C:15]([C:20]2[CH:25]=[CH:24][CH:23]=[CH:22][N:21]=2)[CH:14]=1. (6) The product is: [OH:35][C@H:34]1[C@H:30]2[O:29][CH2:28][C@@H:27]([O:26][C:24]3[N:23]([CH2:36][O:37][CH2:38][CH2:39][Si:40]([CH3:41])([CH3:43])[CH3:42])[C:5]4=[N:6][C:7]([C:8]5[CH:13]=[CH:12][C:11]([C:45]6[CH:46]=[CH:47][C:48]([N:51]=[S:52]([CH3:58])([N:54]([CH2:56][CH3:57])[CH3:55])=[O:53])=[CH:49][CH:50]=6)=[CH:10][CH:9]=5)=[C:2]([Cl:1])[CH:3]=[C:4]4[N:25]=3)[C@H:31]2[O:32][CH2:33]1. Given the reactants [Cl:1][C:2]1[CH:3]=[C:4]2[N:25]=[C:24]([O:26][C@H:27]3[C@H:31]4[O:32][CH2:33][C@@H:34]([OH:35])[C@H:30]4[O:29][CH2:28]3)[N:23]([CH2:36][O:37][CH2:38][CH2:39][Si:40]([CH3:43])([CH3:42])[CH3:41])[C:5]2=[N:6][C:7]=1[C:8]1[CH:13]=[CH:12][C:11](B2OC(C)(C)C(C)(C)O2)=[CH:10][CH:9]=1.Br[C:45]1[CH:50]=[CH:49][C:48]([N:51]=[S:52]([CH3:58])([N:54]([CH2:56][CH3:57])[CH3:55])=[O:53])=[CH:47][CH:46]=1, predict the reaction product. (7) Given the reactants [CH3:1][O:2][C:3]1[CH:22]=[CH:21][C:6]([C:7]([C:9]2[C:18](=[O:19])[C:17]3[C:12](=[CH:13][CH:14]=[C:15]([CH3:20])[N:16]=3)[NH:11][CH:10]=2)=[O:8])=[CH:5][C:4]=1[CH3:23].[Br:24][C:25]1[CH:30]=[CH:29][CH:28]=[C:27]([CH2:31]Br)[N:26]=1, predict the reaction product. The product is: [Br:24][C:25]1[N:26]=[C:27]([CH2:31][N:11]2[C:12]3[C:17](=[N:16][C:15]([CH3:20])=[CH:14][CH:13]=3)[C:18](=[O:19])[C:9]([C:7](=[O:8])[C:6]3[CH:21]=[CH:22][C:3]([O:2][CH3:1])=[C:4]([CH3:23])[CH:5]=3)=[CH:10]2)[CH:28]=[CH:29][CH:30]=1. (8) Given the reactants C([O:3][C:4]([C:6]1[C:10]2[N:11]=[CH:12][N:13]=[C:14]([C:15]3[C:23]4[O:22][CH2:21][O:20][C:19]=4[CH:18]=[CH:17][C:16]=3[O:24][CH2:25][CH:26]3[CH2:28][CH2:27]3)[C:9]=2[NH:8][CH:7]=1)=[O:5])C.[Li+].[OH-], predict the reaction product. The product is: [CH:26]1([CH2:25][O:24][C:16]2[CH:17]=[CH:18][C:19]3[O:20][CH2:21][O:22][C:23]=3[C:15]=2[C:14]2[C:9]3[NH:8][CH:7]=[C:6]([C:4]([OH:5])=[O:3])[C:10]=3[N:11]=[CH:12][N:13]=2)[CH2:27][CH2:28]1.